This data is from Full USPTO retrosynthesis dataset with 1.9M reactions from patents (1976-2016). The task is: Predict the reactants needed to synthesize the given product. Given the product [Cl:1][C:2]1[N:7]=[N:6][C:5]([C:8]([NH:16][C:12]2[S:11][CH:15]=[CH:14][N:13]=2)=[O:9])=[CH:4][CH:3]=1, predict the reactants needed to synthesize it. The reactants are: [Cl:1][C:2]1[N:7]=[N:6][C:5]([C:8](Cl)=[O:9])=[CH:4][CH:3]=1.[S:11]1[CH:15]=[CH:14][N:13]=[C:12]1[NH2:16].C(N(CC)CC)C.